This data is from Catalyst prediction with 721,799 reactions and 888 catalyst types from USPTO. The task is: Predict which catalyst facilitates the given reaction. (1) Reactant: [O:1]1[C:6]2[CH:7]=[CH:8][CH:9]=[CH:10][C:5]=2[NH:4][C:3](=[O:11])[CH2:2]1.FC(F)(F)C(OI(C1C=CC=CC=1)OC(=O)C(F)(F)F)=[O:15]. Product: [OH:15][C:9]1[CH:8]=[CH:7][C:6]2[O:1][CH2:2][C:3](=[O:11])[NH:4][C:5]=2[CH:10]=1. The catalyst class is: 55. (2) Reactant: O[CH2:2][CH2:3][CH2:4][CH2:5][O:6][CH2:7][CH2:8][N:9]([CH:13]1[CH2:18][CH2:17][N:16]([CH2:19][C:20]2[CH:25]=[CH:24][CH:23]=[CH:22][CH:21]=2)[CH2:15][CH2:14]1)[CH:10]([CH3:12])[CH3:11].[Br:26]P(Br)(C1C=CC=CC=1)(C1C=CC=CC=1)C1C=CC=CC=1. Product: [Br:26][CH2:2][CH2:3][CH2:4][CH2:5][O:6][CH2:7][CH2:8][N:9]([CH:13]1[CH2:18][CH2:17][N:16]([CH2:19][C:20]2[CH:25]=[CH:24][CH:23]=[CH:22][CH:21]=2)[CH2:15][CH2:14]1)[CH:10]([CH3:12])[CH3:11]. The catalyst class is: 4. (3) Reactant: [OH:1][C:2]1([CH3:9])[CH2:7][CH2:6][C:5](=O)[CH2:4][CH2:3]1.[CH:10]1([NH2:13])[CH2:12][CH2:11]1.[BH-](OC(C)=O)(OC(C)=O)OC(C)=O.[Na+].C(O)(=O)C.[OH-].[Na+]. Product: [CH:10]1([NH:13][CH:5]2[CH2:6][CH2:7][C:2]([CH3:9])([OH:1])[CH2:3][CH2:4]2)[CH2:12][CH2:11]1. The catalyst class is: 26. (4) Reactant: [CH3:1][C:2]1[C:6]([CH2:7][O:8][C:9]2[CH:14]=[CH:13][C:12]([S:15]([NH:18][C:19]3[CH:24]=[CH:23][C:22]([CH3:25])=[CH:21][N:20]=3)(=[O:17])=[O:16])=[CH:11][CH:10]=2)=[C:5]([CH3:26])[O:4][N:3]=1.[C:27](N=C(N(C)C)N(C)C)([CH3:30])([CH3:29])[CH3:28].BrCC(C)C. Product: [CH3:1][C:2]1[C:6]([CH2:7][O:8][C:9]2[CH:10]=[CH:11][C:12]([S:15]([N:18]([CH2:28][CH:27]([CH3:30])[CH3:29])[C:19]3[CH:24]=[CH:23][C:22]([CH3:25])=[CH:21][N:20]=3)(=[O:17])=[O:16])=[CH:13][CH:14]=2)=[C:5]([CH3:26])[O:4][N:3]=1. The catalyst class is: 10. (5) Reactant: C([O:4][C:5]1[CH:10]=[C:9]([C:11]([O:13][CH3:14])=[O:12])[CH:8]=[CH:7][N:6]=1)(=O)C. Product: [O:4]=[C:5]1[CH:10]=[C:9]([C:11]([O:13][CH3:14])=[O:12])[CH:8]=[CH:7][NH:6]1. The catalyst class is: 5. (6) Reactant: [Cl:1][C:2]1[CH:7]=[C:6]([Cl:8])[N:5]=[C:4]([S:9][CH3:10])[N:3]=1.C(NC(C)C)(C)C.[Li].[CH:19]1([CH:24]=[O:25])[CH2:23][CH2:22][CH2:21][CH2:20]1. Product: [CH:19]1([CH:24]([C:7]2[C:2]([Cl:1])=[N:3][C:4]([S:9][CH3:10])=[N:5][C:6]=2[Cl:8])[OH:25])[CH2:23][CH2:22][CH2:21][CH2:20]1. The catalyst class is: 1. (7) Reactant: [CH3:1][C:2]1([CH3:14])[C:6](=[O:7])[CH:5]=[C:4]([C:8]2[CH:13]=[CH:12][N:11]=[CH:10][CH:9]=2)[O:3]1.C1C(=O)N([Br:22])C(=O)C1. Product: [Br:22][C:5]1[C:6](=[O:7])[C:2]([CH3:14])([CH3:1])[O:3][C:4]=1[C:8]1[CH:13]=[CH:12][N:11]=[CH:10][CH:9]=1. The catalyst class is: 373.